Predict the reactants needed to synthesize the given product. From a dataset of Full USPTO retrosynthesis dataset with 1.9M reactions from patents (1976-2016). (1) Given the product [CH2:21]([N:28]1[CH2:32][CH2:31][C@@H:30]([NH:33][C:2]2[CH:7]=[CH:6][C:5](/[CH:8]=[CH:9]/[C:10]([O:12][CH2:13][CH3:14])=[O:11])=[CH:4][CH:3]=2)[CH2:29]1)[C:22]1[CH:23]=[CH:24][CH:25]=[CH:26][CH:27]=1, predict the reactants needed to synthesize it. The reactants are: Br[C:2]1[CH:7]=[CH:6][C:5](/[CH:8]=[CH:9]/[C:10]([O:12][CH2:13][CH3:14])=[O:11])=[CH:4][CH:3]=1.C(=O)([O-])[O-].[Cs+].[Cs+].[CH2:21]([N:28]1[CH2:32][CH2:31][C@@H:30]([NH2:33])[CH2:29]1)[C:22]1[CH:27]=[CH:26][CH:25]=[CH:24][CH:23]=1.[NH4+].[Cl-]. (2) Given the product [CH3:1][O:2][C:3]1[CH:8]=[CH:7][C:6]([C:9]2[CH2:10][C@@H:11]([CH2:15][OH:16])[N:12]([S:23]([C:20]3[CH:21]=[CH:22][C:17]([CH3:27])=[CH:18][CH:19]=3)(=[O:25])=[O:24])[CH2:13][CH:14]=2)=[CH:5][CH:4]=1, predict the reactants needed to synthesize it. The reactants are: [CH3:1][O:2][C:3]1[CH:8]=[CH:7][C:6]([C:9]2[CH2:10][C@@H:11]([CH2:15][OH:16])[NH:12][CH2:13][CH:14]=2)=[CH:5][CH:4]=1.[C:17]1([CH3:27])[CH:22]=[CH:21][C:20]([S:23](Cl)(=[O:25])=[O:24])=[CH:19][CH:18]=1. (3) Given the product [CH3:1][O:16][C:15](=[O:17])[C:14](=[O:18])[CH:13]=[CH:12][C:9]1[CH:10]=[CH:11][C:6]([Br:5])=[C:7]([F:19])[CH:8]=1, predict the reactants needed to synthesize it. The reactants are: [C:1](Cl)(=O)C.[Br:5][C:6]1[CH:11]=[CH:10][C:9]([CH:12]=[CH:13][C:14](=[O:18])[C:15]([OH:17])=[O:16])=[CH:8][C:7]=1[F:19]. (4) The reactants are: [CH2:1]([C:8]1[CH:43]=[CH:42][C:11]([O:12][CH2:13][CH2:14][CH2:15][N:16]2[C:20]([CH3:21])=[CH:19][CH:18]=[C:17]2[C:22]2[CH:41]=[CH:40][C:25]([O:26][C@H:27]([CH2:33][C:34]3[CH:39]=[CH:38][CH:37]=[CH:36][CH:35]=3)[C:28]([O:30]CC)=[O:29])=[CH:24][CH:23]=2)=[CH:10][CH:9]=1)[CH2:2][CH2:3][CH2:4][CH2:5][CH2:6][CH3:7].[OH-].[K+].Cl. Given the product [CH2:1]([C:8]1[CH:9]=[CH:10][C:11]([O:12][CH2:13][CH2:14][CH2:15][N:16]2[C:20]([CH3:21])=[CH:19][CH:18]=[C:17]2[C:22]2[CH:23]=[CH:24][C:25]([O:26][C@H:27]([CH2:33][C:34]3[CH:39]=[CH:38][CH:37]=[CH:36][CH:35]=3)[C:28]([OH:30])=[O:29])=[CH:40][CH:41]=2)=[CH:42][CH:43]=1)[CH2:2][CH2:3][CH2:4][CH2:5][CH2:6][CH3:7], predict the reactants needed to synthesize it.